From a dataset of Catalyst prediction with 721,799 reactions and 888 catalyst types from USPTO. Predict which catalyst facilitates the given reaction. Reactant: Br[C:2]1[CH:7]=[CH:6][CH:5]=[C:4]([CH3:8])[C:3]=1[C:9]([OH:11])=[O:10].[N-:12]=[N+:13]=[N-:14].[Na+].O.Cl. Product: [N:12]([C:2]1[CH:7]=[CH:6][CH:5]=[C:4]([CH3:8])[C:3]=1[C:9]([OH:11])=[O:10])=[N+:13]=[N-:14]. The catalyst class is: 8.